Dataset: Reaction yield outcomes from USPTO patents with 853,638 reactions. Task: Predict the reaction yield, written as a fraction of the theoretical maximum amount of product (1.0 means a 100% yield; for example, 0.34 means a 34% yield). (1) The reactants are [Cl:1][C:2]1[C:3](I)=[CH:4][C:5]([N+:9]([O-:11])=[O:10])=[C:6]([CH:8]=1)[NH2:7].[Cl:13][C:14]1[CH:19]=[CH:18][C:17](B(O)O)=[C:16]([C:23]([F:26])([F:25])[F:24])[CH:15]=1.[O-]P([O-])([O-])=O.[K+].[K+].[K+]. The catalyst is O1CCOCC1.O.C1C=CC(P(C2C=CC=CC=2)C2C=CC=CC=2)=CC=1.C1C=CC(P(C2C=CC=CC=2)C2C=CC=CC=2)=CC=1.C1C=CC(P(C2C=CC=CC=2)C2C=CC=CC=2)=CC=1.C1C=CC(P(C2C=CC=CC=2)C2C=CC=CC=2)=CC=1.[Pd]. The product is [Cl:1][C:2]1[C:3]([C:17]2[CH:18]=[CH:19][C:14]([Cl:13])=[CH:15][C:16]=2[C:23]([F:24])([F:26])[F:25])=[CH:4][C:5]([N+:9]([O-:11])=[O:10])=[C:6]([CH:8]=1)[NH2:7]. The yield is 0.340. (2) The reactants are Br[C:2]1[CH:7]=[CH:6][C:5]([C:8]2[NH:9][CH:10]=[CH:11][N:12]=2)=[CH:4][CH:3]=1.[B:13]1([B:13]2[O:17][C:16]([CH3:19])([CH3:18])[C:15]([CH3:21])([CH3:20])[O:14]2)[O:17][C:16]([CH3:19])([CH3:18])[C:15]([CH3:21])([CH3:20])[O:14]1.CC([O-])=O.[K+].CCOC(C)=O. The catalyst is CS(C)=O.C1C=CC(P(C2C=CC=CC=2)[C-]2C=CC=C2)=CC=1.C1C=CC(P(C2C=CC=CC=2)[C-]2C=CC=C2)=CC=1.Cl[Pd]Cl.[Fe+2].C(Cl)Cl. The product is [CH3:20][C:15]1([CH3:21])[C:16]([CH3:19])([CH3:18])[O:17][B:13]([C:2]2[CH:7]=[CH:6][C:5]([C:8]3[NH:9][CH:10]=[CH:11][N:12]=3)=[CH:4][CH:3]=2)[O:14]1. The yield is 0.360. (3) The reactants are N[C:2]1[CH:10]=[C:9]([C:11]#[N:12])[CH:8]=[C:7]2[C:3]=1[C:4]1[CH:16]=[C:15]([CH3:17])[CH:14]=[N:13][C:5]=1[NH:6]2.Cl.N([O-])=O.[Na+].[I:23]I.[I-].[K+]. The catalyst is CC(O)=O.O. The product is [I:23][C:2]1[CH:10]=[C:9]([C:11]#[N:12])[CH:8]=[C:7]2[C:3]=1[C:4]1[CH:16]=[C:15]([CH3:17])[CH:14]=[N:13][C:5]=1[NH:6]2. The yield is 0.610. (4) The reactants are [Cl:1][C:2]1[CH:7]=[CH:6][C:5]([C@H:8]2[CH2:12][NH:11][C:10](=[O:13])[CH2:9]2)=[CH:4][C:3]=1[F:14].[CH3:15][C:16]([O:19][C:20](O[C:20]([O:19][C:16]([CH3:18])([CH3:17])[CH3:15])=[O:21])=[O:21])([CH3:18])[CH3:17]. The catalyst is CN(C1C=CN=CC=1)C.CC#N. The product is [Cl:1][C:2]1[CH:7]=[CH:6][C:5]([C@H:8]2[CH2:12][N:11]([C:20]([O:19][C:16]([CH3:18])([CH3:17])[CH3:15])=[O:21])[C:10](=[O:13])[CH2:9]2)=[CH:4][C:3]=1[F:14]. The yield is 1.00. (5) The reactants are [NH2:1][C:2]1[CH:7]=[CH:6][C:5]([C:8]2[S:9][C:10]3[CH:16]=[C:15]([CH3:17])[CH:14]=[CH:13][C:11]=3[N:12]=2)=[CH:4][CH:3]=1.[C:18]([S-:20])#[N:19].[K+].O. The catalyst is CN(C=O)C. The product is [NH2:19][C:18]1[S:20][C:3]2[CH:4]=[C:5]([C:8]3[S:9][C:10]4[CH:16]=[C:15]([CH3:17])[CH:14]=[CH:13][C:11]=4[N:12]=3)[CH:6]=[CH:7][C:2]=2[N:1]=1. The yield is 0.400. (6) The reactants are [O:1]1[CH:5]=[CH:4][CH:3]=[C:2]1[C:6]([N:8]1[CH2:13][CH2:12][CH:11]([C:14]2[CH:22]=[CH:21][C:17]([C:18](O)=[O:19])=[CH:16][C:15]=2[C:23]([F:26])([F:25])[F:24])[CH2:10][CH2:9]1)=[O:7].[I-].ClC1C=CC=C[N+]=1C.[C:36]([NH:46][C:47]([NH2:49])=[NH:48])([O:38][CH2:39][C:40]1[CH:45]=[CH:44][CH:43]=[CH:42][CH:41]=1)=[O:37].C(N(CC)C(C)C)(C)C. The catalyst is CN1CCCC1=O.C(O)=O. The product is [O:1]1[CH:5]=[CH:4][CH:3]=[C:2]1[C:6]([N:8]1[CH2:9][CH2:10][CH:11]([C:14]2[CH:22]=[CH:21][C:17]([C:18]([NH:48][C:47]([NH:46][C:36]([O:38][CH2:39][C:40]3[CH:45]=[CH:44][CH:43]=[CH:42][CH:41]=3)=[O:37])=[NH:49])=[O:19])=[CH:16][C:15]=2[C:23]([F:26])([F:24])[F:25])[CH2:12][CH2:13]1)=[O:7]. The yield is 0.677. (7) The reactants are [C:1]([C:3]1[CH:8]=[CH:7][CH:6]=[CH:5][C:4]=1[C:9]1[CH:14]=[CH:13][C:12]([CH2:15][C:16]2[C:17](=[O:39])[N:18]([C@H:28]3[CH2:33][CH2:32][C@H:31]([O:34][CH2:35][C:36](O)=[O:37])[CH2:30][CH2:29]3)[C:19]3[N:20]([N:25]=[CH:26][N:27]=3)[C:21]=2[CH2:22][CH2:23][CH3:24])=[CH:11][CH:10]=1)#[N:2].Cl.[CH3:41][O:42][NH:43][CH3:44].ON1C2C=CC=CC=2N=N1.Cl.C(N=C=NCCCN(C)C)C. The catalyst is C(OCC)(=O)C.CN(C)C=O.C(N(CC)CC)C. The product is [C:1]([C:3]1[CH:8]=[CH:7][CH:6]=[CH:5][C:4]=1[C:9]1[CH:14]=[CH:13][C:12]([CH2:15][C:16]2[C:17](=[O:39])[N:18]([C@H:28]3[CH2:29][CH2:30][C@H:31]([O:34][CH2:35][C:36]([N:43]([O:42][CH3:41])[CH3:44])=[O:37])[CH2:32][CH2:33]3)[C:19]3[N:20]([N:25]=[CH:26][N:27]=3)[C:21]=2[CH2:22][CH2:23][CH3:24])=[CH:11][CH:10]=1)#[N:2]. The yield is 0.770. (8) The catalyst is C1COCC1. The yield is 0.0700. The reactants are [F:1][C:2]1[CH:7]=[CH:6][C:5]([N:8]2[C:12]([C:13]3[CH:23]=[C:22]([C:24](OC)=[O:25])[C:16]4[O:17][CH2:18][C:19](=[O:21])[NH:20][C:15]=4[CH:14]=3)=[CH:11][C:10]([C:28]([F:31])([F:30])[F:29])=[N:9]2)=[C:4]([CH3:32])[CH:3]=1.[H-].[Al+3].[Li+].[H-].[H-].[H-].O. The product is [F:1][C:2]1[CH:7]=[CH:6][C:5]([N:8]2[C:12]([C:13]3[CH:23]=[C:22]([CH2:24][OH:25])[C:16]4[O:17][CH2:18][C:19](=[O:21])[NH:20][C:15]=4[CH:14]=3)=[CH:11][C:10]([C:28]([F:31])([F:29])[F:30])=[N:9]2)=[C:4]([CH3:32])[CH:3]=1.